Dataset: Full USPTO retrosynthesis dataset with 1.9M reactions from patents (1976-2016). Task: Predict the reactants needed to synthesize the given product. (1) Given the product [CH3:14][C:13]1[N:9]([CH2:8][C:6]2[CH:5]=[CH:4][N:3]=[C:2]([N:31]3[CH2:36][CH2:35][O:34][CH2:33][CH2:32]3)[CH:7]=2)[N:10]=[C:11]([C:15]2[O:19][N:18]=[C:17]([C:20]3[CH:25]=[CH:24][C:23]([O:26][C:27]([F:30])([F:29])[F:28])=[CH:22][CH:21]=3)[N:16]=2)[N:12]=1, predict the reactants needed to synthesize it. The reactants are: Cl[C:2]1[CH:7]=[C:6]([CH2:8][N:9]2[C:13]([CH3:14])=[N:12][C:11]([C:15]3[O:19][N:18]=[C:17]([C:20]4[CH:25]=[CH:24][C:23]([O:26][C:27]([F:30])([F:29])[F:28])=[CH:22][CH:21]=4)[N:16]=3)=[N:10]2)[CH:5]=[CH:4][N:3]=1.[NH:31]1[CH2:36][CH2:35][O:34][CH2:33][CH2:32]1. (2) Given the product [NH2:15][C:12]1[CH:13]=[CH:14][C:9]([O:8][C:6]2[CH:5]=[CH:4][N:3]=[C:2]([NH:1][C:25]([O:27][C:28]3[CH:33]=[CH:32][CH:31]=[CH:30][CH:29]=3)=[O:26])[CH:7]=2)=[CH:10][C:11]=1[Cl:16], predict the reactants needed to synthesize it. The reactants are: [NH2:1][C:2]1[CH:7]=[C:6]([O:8][C:9]2[CH:14]=[CH:13][C:12]([NH2:15])=[C:11]([Cl:16])[CH:10]=2)[CH:5]=[CH:4][N:3]=1.C(N(CC)CC)C.Cl[C:25]([O:27][C:28]1[CH:33]=[CH:32][CH:31]=[CH:30][CH:29]=1)=[O:26]. (3) The reactants are: [Na].[C:2]([O:6][CH3:7])(=[O:5])[CH2:3][SH:4].C[O:9][C:10](=O)[C:11](Cl)=[CH2:12].Cl. Given the product [OH:9][C:10]1[CH:11]=[CH:12][S:4][C:3]=1[C:2]([O:6][CH3:7])=[O:5], predict the reactants needed to synthesize it. (4) Given the product [F:6][C:7]1[CH:8]=[C:9]([N+:14]([O-:16])=[O:15])[CH:10]=[CH:11][C:12]=1[N:17]1[CH:21]=[N:20][CH:19]=[N:18]1, predict the reactants needed to synthesize it. The reactants are: C(=O)(O)[O-].[K+].[F:6][C:7]1[CH:8]=[C:9]([N+:14]([O-:16])=[O:15])[CH:10]=[CH:11][C:12]=1F.[NH:17]1[CH:21]=[N:20][CH:19]=[N:18]1.